Dataset: Reaction yield outcomes from USPTO patents with 853,638 reactions. Task: Predict the reaction yield, written as a fraction of the theoretical maximum amount of product (1.0 means a 100% yield; for example, 0.34 means a 34% yield). (1) The yield is 0.540. The reactants are Br[CH2:2][C:3]([C:5]1[C:10]([CH3:11])=[CH:9][C:8]([O:12][C:13]2[CH:18]=[N:17][CH:16]=[CH:15][N:14]=2)=[CH:7][C:6]=1[CH3:19])=O.[NH2:20][C:21]([NH2:23])=[S:22]. The product is [CH3:19][C:6]1[CH:7]=[C:8]([O:12][C:13]2[CH:18]=[N:17][CH:16]=[CH:15][N:14]=2)[CH:9]=[C:10]([CH3:11])[C:5]=1[C:3]1[N:20]=[C:21]([NH2:23])[S:22][CH:2]=1. The catalyst is CCO. (2) The reactants are [CH2:1]([CH:3]([CH2:14][CH3:15])[CH2:4][C:5]1([C:11](O)=[O:12])[CH2:10][CH2:9][CH2:8][CH2:7][CH2:6]1)[CH3:2].C1(C(O)=O)CCCCC1.S(Cl)([Cl:27])=O.C(C(CC)CC1(C(OC(C2(CC(CC)CC)CCCCC2)=O)=O)CCCCC1)C. No catalyst specified. The product is [CH2:1]([CH:3]([CH2:14][CH3:15])[CH2:4][C:5]1([C:11]([Cl:27])=[O:12])[CH2:10][CH2:9][CH2:8][CH2:7][CH2:6]1)[CH3:2]. The yield is 0.966. (3) The reactants are [NH2:1][C:2]1[N:3]=[C:4]([NH:16][C:17]2[CH:22]=[CH:21][C:20]([N:23]3[CH2:28][CH2:27][N:26](C(OC(C)(C)C)=O)[CH2:25][CH2:24]3)=[CH:19][CH:18]=2)[S:5][C:6]=1[C:7](=[O:15])[C:8]1[CH:13]=[CH:12][CH:11]=[C:10]([F:14])[CH:9]=1.C(O)(C(F)(F)F)=O.C(Cl)Cl. No catalyst specified. The product is [NH2:1][C:2]1[N:3]=[C:4]([NH:16][C:17]2[CH:18]=[CH:19][C:20]([N:23]3[CH2:28][CH2:27][NH:26][CH2:25][CH2:24]3)=[CH:21][CH:22]=2)[S:5][C:6]=1[C:7]([C:8]1[CH:13]=[CH:12][CH:11]=[C:10]([F:14])[CH:9]=1)=[O:15]. The yield is 1.00.